This data is from Merck oncology drug combination screen with 23,052 pairs across 39 cell lines. The task is: Regression. Given two drug SMILES strings and cell line genomic features, predict the synergy score measuring deviation from expected non-interaction effect. (1) Drug 2: O=P1(N(CCCl)CCCl)NCCCO1. Drug 1: O=S1(=O)NC2(CN1CC(F)(F)F)C1CCC2Cc2cc(C=CCN3CCC(C(F)(F)F)CC3)ccc2C1. Cell line: DLD1. Synergy scores: synergy=5.64. (2) Drug 1: CC(C)CC(NC(=O)C(Cc1ccccc1)NC(=O)c1cnccn1)B(O)O. Drug 2: COC1=C2CC(C)CC(OC)C(O)C(C)C=C(C)C(OC(N)=O)C(OC)C=CC=C(C)C(=O)NC(=CC1=O)C2=O. Cell line: HCT116. Synergy scores: synergy=-4.01. (3) Drug 1: N.N.O=C(O)C1(C(=O)O)CCC1.[Pt]. Drug 2: CCc1cnn2c(NCc3ccc[n+]([O-])c3)cc(N3CCCCC3CCO)nc12. Cell line: DLD1. Synergy scores: synergy=-8.33. (4) Drug 1: O=S1(=O)NC2(CN1CC(F)(F)F)C1CCC2Cc2cc(C=CCN3CCC(C(F)(F)F)CC3)ccc2C1. Drug 2: Cc1nc(Nc2ncc(C(=O)Nc3c(C)cccc3Cl)s2)cc(N2CCN(CCO)CC2)n1. Cell line: UWB1289BRCA1. Synergy scores: synergy=14.5. (5) Drug 1: CCC1=CC2CN(C1)Cc1c([nH]c3ccccc13)C(C(=O)OC)(c1cc3c(cc1OC)N(C)C1C(O)(C(=O)OC)C(OC(C)=O)C4(CC)C=CCN5CCC31C54)C2. Drug 2: CNC(=O)c1cc(Oc2ccc(NC(=O)Nc3ccc(Cl)c(C(F)(F)F)c3)cc2)ccn1. Cell line: T47D. Synergy scores: synergy=-5.83.